Task: Predict the reaction yield, written as a fraction of the theoretical maximum amount of product (1.0 means a 100% yield; for example, 0.34 means a 34% yield).. Dataset: Reaction yield outcomes from USPTO patents with 853,638 reactions (1) The reactants are Br[C:2]1[S:11][C:10]2[C:9]3[CH:12]=[CH:13][C:14]([C:16]#[N:17])=[CH:15][C:8]=3[O:7][CH2:6][CH2:5][C:4]=2[CH:3]=1.C(=O)([O-])[O-].[Na+].[Na+].[C:24](#[N:26])[CH3:25]. The catalyst is CCOC(C)=O.C1C=CC([P]([Pd]([P](C2C=CC=CC=2)(C2C=CC=CC=2)C2C=CC=CC=2)([P](C2C=CC=CC=2)(C2C=CC=CC=2)C2C=CC=CC=2)[P](C2C=CC=CC=2)(C2C=CC=CC=2)C2C=CC=CC=2)(C2C=CC=CC=2)C2C=CC=CC=2)=CC=1. The product is [CH3:25][C:24]1[CH:10]=[C:4]([C:2]2[S:11][C:10]3[C:9]4[CH:12]=[CH:13][C:14]([C:16]#[N:17])=[CH:15][C:8]=4[O:7][CH2:6][CH2:5][C:4]=3[CH:3]=2)[CH:3]=[CH:2][N:26]=1. The yield is 0.170. (2) The reactants are [NH2:1][CH2:2][CH:3]([CH3:17])[CH2:4][C:5]([NH:7][C:8]1[CH:13]=[CH:12][C:11]([C:14]#[N:15])=[C:10]([Cl:16])[CH:9]=1)=[O:6].[CH2:18]([N:20]1[C:32]2[CH:31]=[CH:30][C:29]([C:33](O)=[O:34])=[CH:28][C:27]=2[C:26]2[C:21]1=[CH:22][CH:23]=[CH:24][CH:25]=2)[CH3:19].CN(C(ON1N=NC2C=CC=NC1=2)=[N+](C)C)C.F[P-](F)(F)(F)(F)F. The catalyst is CN(C=O)C.[Cl-].[Na+].O. The product is [Cl:16][C:10]1[CH:9]=[C:8]([NH:7][C:5](=[O:6])[CH2:4][CH:3]([CH3:17])[CH2:2][NH:1][C:33]([C:29]2[CH:30]=[CH:31][C:32]3[N:20]([CH2:18][CH3:19])[C:21]4[C:26]([C:27]=3[CH:28]=2)=[CH:25][CH:24]=[CH:23][CH:22]=4)=[O:34])[CH:13]=[CH:12][C:11]=1[C:14]#[N:15]. The yield is 0.526. (3) The catalyst is CN(C=O)C.CCOC(C)=O. The reactants are [Cl:1][C:2]1[CH:7]=[CH:6][C:5]([CH2:8][CH2:9][NH:10][CH2:11][CH2:12][CH2:13][CH2:14][CH2:15][CH2:16][CH3:17])=[CH:4][CH:3]=1.[CH3:18][O:19][C:20]([C:22]1[CH:39]=[CH:38][CH:37]=[CH:36][C:23]=1[CH2:24][O:25][C:26]1[CH:31]=[CH:30][C:29]([CH2:32][C:33]([OH:35])=O)=[CH:28][CH:27]=1)=[O:21].F[B-](F)(F)F.N1(OC(N(C)C)=[N+](C)C)C2C=CC=CC=2N=N1.C(N(C(C)C)C(C)C)C. The yield is 0.627. The product is [Cl:1][C:2]1[CH:3]=[CH:4][C:5]([CH2:8][CH2:9][N:10]([CH2:11][CH2:12][CH2:13][CH2:14][CH2:15][CH2:16][CH3:17])[C:33](=[O:35])[CH2:32][C:29]2[CH:28]=[CH:27][C:26]([O:25][CH2:24][C:23]3[CH:36]=[CH:37][CH:38]=[CH:39][C:22]=3[C:20]([O:19][CH3:18])=[O:21])=[CH:31][CH:30]=2)=[CH:6][CH:7]=1.